This data is from Full USPTO retrosynthesis dataset with 1.9M reactions from patents (1976-2016). The task is: Predict the reactants needed to synthesize the given product. (1) The reactants are: [CH2:1]([O:8][C:9]1[C:10](=[O:15])[NH:11][CH:12]=[CH:13][CH:14]=1)[C:2]1[CH:7]=[CH:6][CH:5]=[CH:4][CH:3]=1.C([O-])([O-])=O.[Cs+].[Cs+].Cl[CH2:23][S:24]([C:27]1[CH:32]=[CH:31][C:30]([CH3:33])=[CH:29][CH:28]=1)(=[O:26])=[O:25]. Given the product [CH2:1]([O:8][C:9]1[C:10](=[O:15])[N:11]([CH2:23][S:24]([C:27]2[CH:32]=[CH:31][C:30]([CH3:33])=[CH:29][CH:28]=2)(=[O:25])=[O:26])[CH:12]=[CH:13][CH:14]=1)[C:2]1[CH:3]=[CH:4][CH:5]=[CH:6][CH:7]=1, predict the reactants needed to synthesize it. (2) Given the product [CH3:25][N:24]([CH3:26])[C:17]1[CH:16]=[C:15]2[C:20]([C:21](=[O:23])[NH:22][C:13]([N:11]3[CH:12]=[C:8]([C:6]([OH:7])=[O:5])[CH:9]=[N:10]3)=[N:14]2)=[CH:19][CH:18]=1, predict the reactants needed to synthesize it. The reactants are: [OH-].[K+].C([O:5][C:6]([C:8]1[CH:9]=[N:10][N:11]([C:13]2[NH:22][C:21](=[O:23])[C:20]3[C:15](=[CH:16][C:17]([N:24]([CH3:26])[CH3:25])=[CH:18][CH:19]=3)[N:14]=2)[CH:12]=1)=[O:7])C.C(OC(C1C=NN(C2NC(=O)C3C(=CC=CC=3N(C)C)N=2)C=1)=O)C.CN(C)C1C=CC=C2C=1C(=O)NC(N1C=C(C(O)=O)C=N1)=N2. (3) Given the product [Cl:17][C:18]1[CH:19]=[C:20]2[C:25](=[CH:26][CH:27]=1)[N:24]([C:2]1[C:3](=[O:16])[NH:4][C:5]3[C:10]([N:11]=1)=[CH:9][C:8]([C:12]([O:14][CH3:15])=[O:13])=[CH:7][CH:6]=3)[CH2:23][CH2:22][CH2:21]2, predict the reactants needed to synthesize it. The reactants are: Cl[C:2]1[C:3](=[O:16])[NH:4][C:5]2[C:10]([N:11]=1)=[CH:9][C:8]([C:12]([O:14][CH3:15])=[O:13])=[CH:7][CH:6]=2.[Cl:17][C:18]1[CH:19]=[C:20]2[C:25](=[CH:26][CH:27]=1)[NH:24][CH2:23][CH2:22][CH2:21]2. (4) Given the product [CH2:1]([O:5][C:6]1[C:11]([CH3:12])=[CH:10][C:9]([CH2:13][CH:14]=[O:15])=[CH:8][C:7]=1[CH3:17])[CH2:2][CH2:3][CH3:4], predict the reactants needed to synthesize it. The reactants are: [CH2:1]([O:5][C:6]1[C:11]([CH3:12])=[CH:10][C:9]([CH:13]=[CH:14][O:15]C)=[CH:8][C:7]=1[CH3:17])[CH2:2][CH2:3][CH3:4].Cl.C(=O)(O)[O-].[Na+].